From a dataset of Reaction yield outcomes from USPTO patents with 853,638 reactions. Predict the reaction yield, written as a fraction of the theoretical maximum amount of product (1.0 means a 100% yield; for example, 0.34 means a 34% yield). (1) The reactants are [CH3:1][O:2][C:3]1[CH:21]=[CH:20][C:6]([CH2:7][N:8]2[C:13]3=[N:14][NH:15][CH:16]=[C:12]3[C:11](=[O:17])[N:10]([CH3:18])[C:9]2=[O:19])=[CH:5][CH:4]=1.[Br:22][C:23]1[CH:28]=[CH:27][C:26]([CH2:29]Br)=[CH:25][CH:24]=1.C([O-])([O-])=O.[K+].[K+].O. The catalyst is CN(C=O)C. The product is [Br:22][C:23]1[CH:28]=[CH:27][C:26]([CH2:29][N:15]2[CH:16]=[C:12]3[C:13]([N:8]([CH2:7][C:6]4[CH:5]=[CH:4][C:3]([O:2][CH3:1])=[CH:21][CH:20]=4)[C:9](=[O:19])[N:10]([CH3:18])[C:11]3=[O:17])=[N:14]2)=[CH:25][CH:24]=1. The yield is 0.880. (2) The reactants are [N:1]1[CH:6]=[CH:5][CH:4]=[N:3][C:2]=1[O:7][C@H:8]1[CH2:13][CH2:12][C@H:11]([C:14]([OH:16])=O)[CH2:10][CH2:9]1.C(N(CC)CC)C.ClC(OCC)=O.O.[NH2:31][NH2:32]. The catalyst is C1COCC1.CO. The product is [N:1]1[CH:6]=[CH:5][CH:4]=[N:3][C:2]=1[O:7][C@H:8]1[CH2:13][CH2:12][C@H:11]([C:14]([NH:31][NH2:32])=[O:16])[CH2:10][CH2:9]1. The yield is 0.650.